Dataset: Catalyst prediction with 721,799 reactions and 888 catalyst types from USPTO. Task: Predict which catalyst facilitates the given reaction. (1) Reactant: [Cl:1][C:2]1[CH:7]=[C:6]([NH:8][C:9]2[N:14]=[CH:13][N:12]=[C:11](NC(C3CC3)=O)[CH:10]=2)[C:5](=[O:21])[N:4]2[C:22]([C:27]3[CH:32]=[CH:31][CH:30]=C(F)C=3)([CH3:26])[NH:23][C:24](=O)[C:3]=12.C(N(CC)CC)C.Cl.[CH3:42][O:43][NH2:44]. The catalyst class is: 22. Product: [Cl:1][C:2]1[CH:7]=[C:6]([NH:8][C:9]2[CH:10]=[CH:11][N:12]=[CH:13][N:14]=2)[C:5](=[O:21])[N:4]2[C:22]3([CH2:26][CH2:30][CH2:31][CH2:32][CH2:27]3)[NH:23][C:24](=[N:44][O:43][CH3:42])[C:3]=12. (2) Reactant: [CH3:1][N:2]1[CH2:7][CH2:6][NH:5][CH2:4][CH2:3]1.C(N(CC)CC)C.[CH3:15][O:16][C:17](=[O:28])[C:18]1[CH:23]=[CH:22][C:21]([CH2:24]Br)=[CH:20][C:19]=1[O:26][CH3:27]. Product: [CH3:15][O:16][C:17](=[O:28])[C:18]1[CH:23]=[CH:22][C:21]([CH2:24][N:5]2[CH2:6][CH2:7][N:2]([CH3:1])[CH2:3][CH2:4]2)=[CH:20][C:19]=1[O:26][CH3:27]. The catalyst class is: 8. (3) Reactant: [CH3:1][O:2][C:3]1[C:8]([O:9][CH2:10][N:11]2[CH2:16][CH2:15][CH:14]([CH3:17])[CH2:13][CH2:12]2)=[CH:7][C:6]([NH2:18])=[C:5]([N+:19]([O-])=O)[CH:4]=1. Product: [CH3:1][O:2][C:3]1[CH:4]=[C:5]([NH2:19])[C:6]([NH2:18])=[CH:7][C:8]=1[O:9][CH2:10][N:11]1[CH2:16][CH2:15][CH:14]([CH3:17])[CH2:13][CH2:12]1. The catalyst class is: 43.